Dataset: Reaction yield outcomes from USPTO patents with 853,638 reactions. Task: Predict the reaction yield, written as a fraction of the theoretical maximum amount of product (1.0 means a 100% yield; for example, 0.34 means a 34% yield). (1) The reactants are [Br:1][C:2]1[CH:10]=[C:9]([NH2:11])[C:8]([O:12][CH3:13])=[C:7]2[C:3]=1[C:4]1[CH:17]=[C:16]([CH3:18])[CH:15]=[N:14][C:5]=1[NH:6]2.[CH3:19][C:20]([O:23][C:24](O[C:24]([O:23][C:20]([CH3:22])([CH3:21])[CH3:19])=[O:25])=[O:25])([CH3:22])[CH3:21]. The catalyst is C(Cl)Cl.C1COCC1. The product is [Br:1][C:2]1[CH:10]=[C:9]([NH:11][C:24]([O:23][C:20]([CH3:22])([CH3:21])[CH3:19])=[O:25])[C:8]([O:12][CH3:13])=[C:7]2[C:3]=1[C:4]1[CH:17]=[C:16]([CH3:18])[CH:15]=[N:14][C:5]=1[N:6]2[C:24]([O:23][C:20]([CH3:22])([CH3:21])[CH3:19])=[O:25]. The yield is 0.700. (2) The reactants are Cl[C:2]1[C:3]([NH2:9])=[N:4][CH:5]=[N:6][C:7]=1Cl.[O:10]([C:17]1[CH:22]=[CH:21][C:20](B(O)O)=[CH:19][CH:18]=1)[C:11]1[CH:16]=[CH:15][CH:14]=[CH:13][CH:12]=1.[NH2:26][CH2:27][C@@H:28]1[CH2:33][CH2:32][N:31]([C:34]([O:36]C(C)(C)C)=O)[CH2:30][C@H:29]1[OH:41].[C:42](O)(=O)[C:43]#[C:44]C. No catalyst specified. The product is [NH2:9][C:3]1[N:4]=[CH:5][N:6]=[C:7]([NH:26][CH2:27][C@@H:28]2[CH2:33][CH2:32][N:31]([C:34](=[O:36])[C:42]#[C:43][CH3:44])[CH2:30][C@H:29]2[OH:41])[C:2]=1[C:20]1[CH:21]=[CH:22][C:17]([O:10][C:11]2[CH:16]=[CH:15][CH:14]=[CH:13][CH:12]=2)=[CH:18][CH:19]=1. The yield is 0.413. (3) The reactants are C(N(CC)CC)C.C1C=CC(N([S:15]([C:18]([F:21])([F:20])[F:19])(=[O:17])=[O:16])[S:15]([C:18]([F:21])([F:20])[F:19])(=[O:17])=[O:16])=CC=1.[F:29][C:30]1[CH:35]=[CH:34][C:33]([C:36]2[O:37][C:38]3[CH:48]=[C:47]([N+:49]([O-:51])=[O:50])[C:46]([OH:52])=[CH:45][C:39]=3[C:40]=2[C:41]([NH:43][CH3:44])=[O:42])=[CH:32][CH:31]=1. The catalyst is C(Cl)Cl.CCOC(C)=O. The product is [F:19][C:18]([F:21])([F:20])[S:15]([O:52][C:46]1[C:47]([N+:49]([O-:51])=[O:50])=[CH:48][C:38]2[O:37][C:36]([C:33]3[CH:32]=[CH:31][C:30]([F:29])=[CH:35][CH:34]=3)=[C:40]([C:41](=[O:42])[NH:43][CH3:44])[C:39]=2[CH:45]=1)(=[O:17])=[O:16]. The yield is 0.670. (4) The reactants are [OH:1][CH2:2][CH:3]1[CH:7]2[O:8][C:9]([CH3:12])([CH3:11])[O:10][CH:6]2[CH:5]([N:13]2[CH:21]=[N:20][C:19]3[C:14]2=[N:15][CH:16]=[N:17][C:18]=3[NH:22][C:23]([NH:25][C:26]2[CH:31]=[CH:30][CH:29]=[CH:28][CH:27]=2)=[O:24])[O:4]1.CC(C)([O-])C.[K+].Cl[C:39]1[N:47]=[CH:46][CH:45]=[CH:44][C:40]=1[C:41]([OH:43])=[O:42]. The catalyst is CN(C=O)C. The product is [CH3:12][C:9]1([CH3:11])[O:10][CH:6]2[CH:5]([N:13]3[CH:21]=[N:20][C:19]4[C:14]3=[N:15][CH:16]=[N:17][C:18]=4[NH:22][C:23]([NH:25][C:26]3[CH:31]=[CH:30][CH:29]=[CH:28][CH:27]=3)=[O:24])[O:4][CH:3]([CH2:2][O:1][C:39]3[N:47]=[CH:46][CH:45]=[CH:44][C:40]=3[C:41]([OH:43])=[O:42])[CH:7]2[O:8]1. The yield is 0.270. (5) The reactants are Cl[C:2]1[C:11]2[C:6](=[CH:7][C:8]([O:14][CH2:15][CH2:16][CH2:17][N:18]3[CH2:23][CH2:22][CH2:21][CH2:20][CH2:19]3)=[C:9]([O:12][CH3:13])[CH:10]=2)[N:5]=[CH:4][N:3]=1.C(=O)([O-])[O-].[K+].[K+].[OH:30][C:31]1[CH:32]=[C:33]2[C:37](=[CH:38][CH:39]=1)[N:36]([CH3:40])[CH:35]=[CH:34]2. The catalyst is CC(N(C)C)=O. The product is [CH3:13][O:12][C:9]1[CH:10]=[C:11]2[C:6](=[CH:7][C:8]=1[O:14][CH2:15][CH2:16][CH2:17][N:18]1[CH2:23][CH2:22][CH2:21][CH2:20][CH2:19]1)[N:5]=[CH:4][N:3]=[C:2]2[O:30][C:31]1[CH:32]=[C:33]2[C:37](=[CH:38][CH:39]=1)[N:36]([CH3:40])[CH:35]=[CH:34]2. The yield is 0.490. (6) The reactants are [OH:1][C:2]1[CH:7]=[CH:6][C:5]([C:8]2[CH:13]=[CH:12][C:11]([C:14]#[N:15])=[CH:10][CH:9]=2)=[CH:4][CH:3]=1.C(=O)([O-])[O-].[K+].[K+].[CH2:22]([O:24][C:25]([C:27]1([CH2:41]I)[CH2:31][CH2:30][N:29]([C:32](=[O:40])[C:33]2[CH:38]=[CH:37][C:36]([F:39])=[CH:35][CH:34]=2)[CH2:28]1)=[O:26])[CH3:23]. The catalyst is CN(C)C=O. The product is [CH2:22]([O:24][C:25]([C:27]1([CH2:41][O:1][C:2]2[CH:3]=[CH:4][C:5]([C:8]3[CH:13]=[CH:12][C:11]([C:14]#[N:15])=[CH:10][CH:9]=3)=[CH:6][CH:7]=2)[CH2:31][CH2:30][N:29]([C:32](=[O:40])[C:33]2[CH:34]=[CH:35][C:36]([F:39])=[CH:37][CH:38]=2)[CH2:28]1)=[O:26])[CH3:23]. The yield is 0.710. (7) The reactants are O=C1N2C=CC3C(=O)C([C:21]4[CH:22]=[CH:23][C:24]([C:27]5([NH:31][S:32]([C:34]([CH3:37])([CH3:36])[CH3:35])=[O:33])[CH2:30][CH2:29][CH2:28]5)=[N:25][CH:26]=4)=C(C4C=CC=CC=4)OC=3C2=NN1COCC[Si](C)(C)C.I[C:48]1[C:49](=[O:68])[C:50]2[C:55]([O:56][C:57]=1[C:58]1[CH:63]=[CH:62][CH:61]=[CH:60][CH:59]=1)=[C:54]1[N:64]([CH3:67])[N:65]=[CH:66][C:53]1=[CH:52][CH:51]=2. No catalyst specified. The product is [CH3:67][N:64]1[C:54]2=[C:55]3[C:50](=[CH:51][CH:52]=[C:53]2[CH:66]=[N:65]1)[C:49](=[O:68])[C:48]([C:21]1[CH:22]=[CH:23][C:24]([C:27]2([NH:31][S:32]([C:34]([CH3:37])([CH3:36])[CH3:35])=[O:33])[CH2:30][CH2:29][CH2:28]2)=[N:25][CH:26]=1)=[C:57]([C:58]1[CH:63]=[CH:62][CH:61]=[CH:60][CH:59]=1)[O:56]3. The yield is 0.810. (8) The reactants are [F:1][C:2]1[CH:7]=[CH:6][C:5]([O:8][C:9]2[CH:14]=[CH:13][C:12]([N+:15]([O-])=O)=[CH:11][CH:10]=2)=[CH:4][C:3]=1[C:18]([F:21])([F:20])[F:19]. The catalyst is CO.[Pd]. The product is [F:1][C:2]1[CH:7]=[CH:6][C:5]([O:8][C:9]2[CH:10]=[CH:11][C:12]([NH2:15])=[CH:13][CH:14]=2)=[CH:4][C:3]=1[C:18]([F:19])([F:20])[F:21]. The yield is 0.950. (9) The reactants are [CH2:1]([O:3][C:4](=[O:26])[CH2:5][CH:6]([N:13]1[C:21]2[C:16](=[CH:17][C:18]([O:22][CH2:23][CH2:24][OH:25])=[CH:19][CH:20]=2)[CH:15]=[CH:14]1)[C:7]1[CH:12]=[CH:11][CH:10]=[CH:9][CH:8]=1)[CH3:2].O[N:28]1[C:32](=[O:33])[C:31]2=[CH:34][CH:35]=[CH:36][CH:37]=[C:30]2[C:29]1=[O:38].C1(P(C2C=CC=CC=2)C2C=CC=CC=2)C=CC=CC=1.CC(OC(/N=N/C(OC(C)C)=O)=O)C. The catalyst is O1CCCC1. The product is [CH2:1]([O:3][C:4](=[O:26])[CH2:5][CH:6]([N:13]1[C:21]2[C:16](=[CH:17][C:18]([O:22][CH2:23][CH2:24][O:25][N:28]3[C:32](=[O:33])[C:31]4[C:30](=[CH:37][CH:36]=[CH:35][CH:34]=4)[C:29]3=[O:38])=[CH:19][CH:20]=2)[CH:15]=[CH:14]1)[C:7]1[CH:8]=[CH:9][CH:10]=[CH:11][CH:12]=1)[CH3:2]. The yield is 0.960. (10) The reactants are [NH2:1][C:2]1[S:3][CH:4]=[CH:5][N:6]=1.Br[CH2:8][C:9]([C:11]1[CH:16]=[CH:15][CH:14]=[C:13]([O:17][CH3:18])[CH:12]=1)=O.[OH-].[NH4+]. The catalyst is C(O)C. The product is [CH3:18][O:17][C:13]1[CH:12]=[C:11]([C:9]2[N:1]=[C:2]3[N:6]([CH:8]=2)[CH:5]=[CH:4][S:3]3)[CH:16]=[CH:15][CH:14]=1. The yield is 0.810.